Dataset: Reaction yield outcomes from USPTO patents with 853,638 reactions. Task: Predict the reaction yield, written as a fraction of the theoretical maximum amount of product (1.0 means a 100% yield; for example, 0.34 means a 34% yield). (1) The reactants are C(O)(C(F)(F)F)=O.[Cl:8][C:9]1[CH:14]=[C:13]([C:15]2[CH:20]=[N:19][CH:18]=[C:17]([CH3:21])[N:16]=2)[CH:12]=[CH:11][C:10]=1[C:22]1[C:34](=[O:35])[N:33]([CH2:36][CH:37]2[CH2:42][CH2:41][N:40](C(OC(C)(C)C)=O)[CH2:39][CH2:38]2)[C:25]2[N:26]=[C:27]([NH:30][CH2:31][CH3:32])[N:28]=[CH:29][C:24]=2[CH:23]=1. The catalyst is C(Cl)Cl. The product is [Cl:8][C:9]1[CH:14]=[C:13]([C:15]2[CH:20]=[N:19][CH:18]=[C:17]([CH3:21])[N:16]=2)[CH:12]=[CH:11][C:10]=1[C:22]1[C:34](=[O:35])[N:33]([CH2:36][CH:37]2[CH2:38][CH2:39][NH:40][CH2:41][CH2:42]2)[C:25]2[N:26]=[C:27]([NH:30][CH2:31][CH3:32])[N:28]=[CH:29][C:24]=2[CH:23]=1. The yield is 0.280. (2) The reactants are Cl[C:2]1[CH:7]=[CH:6][CH:5]=[CH:4][N+:3]=1[O-:8].[NH2:9][CH:10]1[CH2:15][CH2:14][N:13]([C:16]2[CH:38]=[CH:37][C:19]([CH2:20][C@@H:21]([C:33]([O:35][CH3:36])=[O:34])[NH:22][C:23](=[O:32])[C:24]3[C:29]([Cl:30])=[CH:28][CH:27]=[CH:26][C:25]=3[Cl:31])=[CH:18][CH:17]=2)[CH2:12][CH2:11]1.C(=O)([O-])[O-].[Na+].[Na+].[I-].[K+]. The catalyst is CC(C)CCO. The product is [Cl:31][C:25]1[CH:26]=[CH:27][CH:28]=[C:29]([Cl:30])[C:24]=1[C:23]([NH:22][C@H:21]([C:33]([O:35][CH2:36][CH2:18][CH:19]([CH3:37])[CH3:20])=[O:34])[CH2:20][C:19]1[CH:18]=[CH:17][C:16]([N:13]2[CH2:12][CH2:11][CH:10]([NH:9][C:2]3[CH:7]=[CH:6][CH:5]=[CH:4][N+:3]=3[O-:8])[CH2:15][CH2:14]2)=[CH:38][CH:37]=1)=[O:32]. The yield is 0.290.